From a dataset of Full USPTO retrosynthesis dataset with 1.9M reactions from patents (1976-2016). Predict the reactants needed to synthesize the given product. (1) Given the product [OH:22][C@@H:18]([CH2:17][C:12]1[CH:13]=[CH:14][CH:15]=[CH:16][C:11]=1[N+:8]([O-:10])=[O:9])[C:19]([OH:21])=[O:20], predict the reactants needed to synthesize it. The reactants are: C(N(CC)CC)C.[N+:8]([C:11]1[CH:16]=[CH:15][CH:14]=[CH:13][C:12]=1[CH2:17][C:18](=[O:22])[C:19]([OH:21])=[O:20])([O-:10])=[O:9].C(O)=O. (2) Given the product [Br:13][C:14]1[CH:15]=[CH:16][C:17]([O:24][CH3:25])=[C:18]([S:20]([NH:1][C:2]2[CH:3]=[N:4][C:5]3[C:10]([CH:11]=2)=[CH:9][C:8]([OH:12])=[CH:7][CH:6]=3)(=[O:21])=[O:22])[CH:19]=1, predict the reactants needed to synthesize it. The reactants are: [NH2:1][C:2]1[CH:3]=[N:4][C:5]2[C:10]([CH:11]=1)=[CH:9][C:8]([OH:12])=[CH:7][CH:6]=2.[Br:13][C:14]1[CH:15]=[CH:16][C:17]([O:24][CH3:25])=[C:18]([S:20](Cl)(=[O:22])=[O:21])[CH:19]=1. (3) Given the product [C:1]([O:5][C:6]([N:8]1[C:17]2[C:12](=[CH:13][C:14]([C:33]3[CH:34]=[N:35][CH:36]=[CH:28][C:29]=3[C:30](=[O:31])[NH2:32])=[CH:15][N:16]=2)[CH2:11][CH2:10][CH2:9]1)=[O:7])([CH3:2])([CH3:3])[CH3:4], predict the reactants needed to synthesize it. The reactants are: [C:1]([O:5][C:6]([N:8]1[C:17]2[C:12](=[CH:13][C:14](B3OC(C)(C)C(C)(C)O3)=[CH:15][N:16]=2)[CH2:11][CH2:10][CH2:9]1)=[O:7])([CH3:4])([CH3:3])[CH3:2].Br[C:28]1[CH:36]=[N:35][CH:34]=[CH:33][C:29]=1[C:30]([NH2:32])=[O:31].C([O-])([O-])=O.[Na+].[Na+].